This data is from Forward reaction prediction with 1.9M reactions from USPTO patents (1976-2016). The task is: Predict the product of the given reaction. (1) The product is: [Br:1][C:2]1[CH:7]=[CH:6][C:5]([C:8]2[N:14]([CH2:21][C@@H:22]3[CH2:26][CH2:25][N:24]([C:27]([CH:29]4[CH2:31][CH2:30]4)=[O:28])[CH2:23]3)[C:13](=[O:15])[C:10]3([CH2:11][CH2:12]3)[N:9]=2)=[CH:4][CH:3]=1. Given the reactants [Br:1][C:2]1[CH:7]=[CH:6][C:5]([C:8]2[NH:14][C:13](=[O:15])[C:10]3([CH2:12][CH2:11]3)[N:9]=2)=[CH:4][CH:3]=1.CS(O[CH2:21][C@@H:22]1[CH2:26][CH2:25][N:24]([C:27]([CH:29]2[CH2:31][CH2:30]2)=[O:28])[CH2:23]1)(=O)=O.C([O-])([O-])=O.[Cs+].[Cs+], predict the reaction product. (2) Given the reactants Br[C:2]1[CH:11]=[CH:10][C:5]2[N:6]=[C:7]([NH2:9])[S:8][C:4]=2[CH:3]=1.[F:12][C:13]1[CH:14]=[C:15](B2OC(C)(C)C(C)(C)O2)[CH:16]=[CH:17][C:18]=1[O:19][CH3:20], predict the reaction product. The product is: [F:12][C:13]1[CH:14]=[C:15]([C:2]2[CH:11]=[CH:10][C:5]3[N:6]=[C:7]([NH2:9])[S:8][C:4]=3[CH:3]=2)[CH:16]=[CH:17][C:18]=1[O:19][CH3:20].